Predict the reaction yield, written as a fraction of the theoretical maximum amount of product (1.0 means a 100% yield; for example, 0.34 means a 34% yield). From a dataset of Reaction yield outcomes from USPTO patents with 853,638 reactions. (1) The reactants are [CH2:1]([OH:19])[CH2:2][CH2:3][CH2:4][CH2:5][CH2:6][CH2:7][CH2:8][CH2:9][CH2:10][CH2:11][CH2:12][CH2:13][CH2:14][CH2:15][CH2:16][CH2:17][CH3:18].[C:20]12[C:26](=[CH:27][CH:28]=[CH:29][CH:30]=1)[NH:25]C(=O)O[C:21]2=[O:22].N12CCN(CC1)CC2.CN(C)C=O. The catalyst is CO. The product is [C:21]([O:19][CH2:1][CH2:2][CH2:3][CH2:4][CH2:5][CH2:6][CH2:7][CH2:8][CH2:9][CH2:10][CH2:11][CH2:12][CH2:13][CH2:14][CH2:15][CH2:16][CH2:17][CH3:18])(=[O:22])[C:20]1[C:26](=[CH:27][CH:28]=[CH:29][CH:30]=1)[NH2:25]. The yield is 0.760. (2) The reactants are Cl[C:2]1[C:7]([C:8]([F:11])([F:10])[F:9])=[CH:6][N:5]=[C:4]([NH:12][C:13]2[CH:27]=[CH:26][C:16]([CH2:17][P:18](=[O:25])([O:22][CH2:23][CH3:24])[O:19][CH2:20][CH3:21])=[CH:15][C:14]=2[O:28][CH3:29])[N:3]=1.[NH2:30][C:31]1[CH:32]=[CH:33][C:34]([C@@H:42]2[CH2:47][CH2:46][C@H:45]([C:48]([O:50][CH2:51][CH3:52])=[O:49])[CH2:44][CH2:43]2)=[C:35]2[C:39]=1[C:38](=[O:40])[N:37]([CH3:41])[CH2:36]2.C(O)(C(F)(F)F)=O. No catalyst specified. The product is [CH2:20]([O:19][P:18]([CH2:17][C:16]1[CH:26]=[CH:27][C:13]([NH:12][C:4]2[N:3]=[C:2]([NH:30][C:31]3[CH:32]=[CH:33][C:34]([C@@H:42]4[CH2:43][CH2:44][C@H:45]([C:48]([O:50][CH2:51][CH3:52])=[O:49])[CH2:46][CH2:47]4)=[C:35]4[C:39]=3[C:38](=[O:40])[N:37]([CH3:41])[CH2:36]4)[C:7]([C:8]([F:11])([F:10])[F:9])=[CH:6][N:5]=2)=[C:14]([O:28][CH3:29])[CH:15]=1)([O:22][CH2:23][CH3:24])=[O:25])[CH3:21]. The yield is 0.380.